Dataset: Forward reaction prediction with 1.9M reactions from USPTO patents (1976-2016). Task: Predict the product of the given reaction. (1) The product is: [CH:15]1([N:18]2[C:11](=[O:12])[C:6]3=[CH:5][C:4]([N+:1]([O-:3])=[O:2])=[CH:14][CH:13]=[C:7]3[C:8]2=[O:10])[CH2:17][CH2:16]1. Given the reactants [N+:1]([C:4]1[CH:5]=[C:6]2[C:11](=[O:12])[O:10][C:8](=O)[C:7]2=[CH:13][CH:14]=1)([O-:3])=[O:2].[CH:15]1([NH2:18])[CH2:17][CH2:16]1.C(N(CC)CC)C.C(N=C=NC(C)C)(C)C, predict the reaction product. (2) Given the reactants [NH2:1][CH2:2][CH2:3][NH:4][C:5]1[N:13]=[C:12]([Cl:14])[N:11]=[C:10]2[C:6]=1[N:7]=[CH:8][N:9]2[CH:15]1[CH2:19][CH2:18][CH2:17][CH2:16]1.CO.[CH2:22]([O:24][C:25]1[C:30]2[O:31][CH2:32][O:33][C:29]=2[CH:28]=[C:27]([CH:34]=O)[CH:26]=1)C.[BH3-]C#N.[Na+], predict the reaction product. The product is: [Cl:14][C:12]1[N:11]=[C:10]2[C:6]([N:7]=[CH:8][N:9]2[CH:15]2[CH2:19][CH2:18][CH2:17][CH2:16]2)=[C:5]([NH:4][CH2:3][CH2:2][NH:1][CH2:34][C:27]2[CH:26]=[C:25]([O:24][CH3:22])[C:30]3[O:31][CH2:32][O:33][C:29]=3[CH:28]=2)[N:13]=1.